Predict the product of the given reaction. From a dataset of Forward reaction prediction with 1.9M reactions from USPTO patents (1976-2016). (1) Given the reactants [NH2:1][C:2]1[N:7]=[CH:6][C:5]([O:8][C@H:9]2[CH:16]3[CH2:17][N:12]4[CH2:13][CH:14]([CH2:18][CH:10]2[CH2:11]4)[CH2:15]3)=[CH:4][CH:3]=1.[ClH:19].O1CCOCC1, predict the reaction product. The product is: [ClH:19].[ClH:19].[NH2:1][C:2]1[N:7]=[CH:6][C:5]([O:8][C@H:9]2[CH:16]3[CH2:17][N:12]4[CH2:13][CH:14]([CH2:18][CH:10]2[CH2:11]4)[CH2:15]3)=[CH:4][CH:3]=1. (2) Given the reactants [C:1]1([CH2:7][CH2:8][C:9]([NH:11]C2C=CC=CC=2)=[O:10])[CH:6]=[CH:5][CH:4]=[CH:3][CH:2]=1.[CH3:18][C:19]([CH:22]=O)([CH3:21])[CH3:20].[NH:24]1[C:28]2[CH:29]=[CH:30][CH:31]=[CH:32][C:27]=2[N:26]=[N:25]1.C1(C)C=CC(S(O)(=O)=O)=CC=1, predict the reaction product. The product is: [N:24]1([CH:22]([NH:11][C:9](=[O:10])[CH2:8][CH2:7][C:1]2[CH:2]=[CH:3][CH:4]=[CH:5][CH:6]=2)[C:19]([CH3:18])([CH3:20])[CH3:21])[C:28]2[CH:29]=[CH:30][CH:31]=[CH:32][C:27]=2[N:26]=[N:25]1. (3) Given the reactants [CH3:1][C:2]([OH:12])([CH3:11])[CH2:3][C@@H:4]([C@H:6]1[C@H:8]([CH:9]=[CH2:10])[O:7]1)[OH:5].C(Cl)Cl.C[N+]1([O-])CCOCC1.CC1(C)C2(CS(O)(=O)=O)C(CC1CC2)=O, predict the reaction product. The product is: [OH:7][C@@H:6]1[C@@H:8]([CH:9]=[CH2:10])[O:12][C:2]([CH3:11])([CH3:1])[CH2:3][C:4]1=[O:5]. (4) Given the reactants [NH2:1][C:2]([NH2:4])=[O:3].N[C:6]1[CH:14]=[CH:13][C:12]([O:15][CH3:16])=[CH:11][C:7]=1[C:8](O)=[O:9], predict the reaction product. The product is: [CH3:16][O:15][C:12]1[CH:11]=[C:7]2[C:6](=[CH:14][CH:13]=1)[NH:4][C:2](=[O:3])[NH:1][C:8]2=[O:9]. (5) Given the reactants [CH2:1]([N:8]1[C:13](=[O:14])[CH:12]=[C:11]([CH:15](O)[CH3:16])[C:10]([C:18]2[CH:23]=[CH:22][CH:21]=[CH:20][CH:19]=2)=[N:9]1)[C:2]1[CH:7]=[CH:6][CH:5]=[CH:4][CH:3]=1.[I:24][C:25]1[C:33]2[C:28](=[N:29][CH:30]=[N:31][C:32]=2[NH2:34])[NH:27][N:26]=1.C1C=CC(P(C2C=CC=CC=2)C2C=CC=CC=2)=CC=1.CC(OC(/N=N/C(OC(C)C)=O)=O)C, predict the reaction product. The product is: [NH2:34][C:32]1[N:31]=[CH:30][N:29]=[C:28]2[N:27]([CH:15]([C:11]3[C:10]([C:18]4[CH:23]=[CH:22][CH:21]=[CH:20][CH:19]=4)=[N:9][N:8]([CH2:1][C:2]4[CH:7]=[CH:6][CH:5]=[CH:4][CH:3]=4)[C:13](=[O:14])[CH:12]=3)[CH3:16])[N:26]=[C:25]([I:24])[C:33]=12. (6) Given the reactants [C:1]([C:3]1[CH:8]=[CH:7][C:6]([N:9]2[C:13](=[O:14])[C:12]([CH3:16])([CH3:15])[N:11]([C:17]3[CH:41]=[CH:40][C:20]([O:21][CH2:22][CH2:23][CH2:24][CH2:25][CH2:26][O:27][CH2:28][CH2:29][CH2:30][O:31][CH2:32][C:33]([O:35]C(C)(C)C)=[O:34])=[CH:19][CH:18]=3)[C:10]2=[S:42])=[CH:5][C:4]=1[C:43]([F:46])([F:45])[F:44])#[N:2].Cl, predict the reaction product. The product is: [C:1]([C:3]1[CH:8]=[CH:7][C:6]([N:9]2[C:13](=[O:14])[C:12]([CH3:16])([CH3:15])[N:11]([C:17]3[CH:18]=[CH:19][C:20]([O:21][CH2:22][CH2:23][CH2:24][CH2:25][CH2:26][O:27][CH2:28][CH2:29][CH2:30][O:31][CH2:32][C:33]([OH:35])=[O:34])=[CH:40][CH:41]=3)[C:10]2=[S:42])=[CH:5][C:4]=1[C:43]([F:44])([F:46])[F:45])#[N:2]. (7) Given the reactants ClC1C=C2C(C)(C)/C(=C\C=C(/C3C=CC=C(CCCCC(O[N:70]4[C:74](=[O:75])[CH2:73][CH2:72][C:71]4=[O:76])=O)C=3)\C=C\C3C(C)(C)C4C5C=C(S([O-])(=O)=O)C=C(S([O-])(=O)=O)C=5C=CC=4[N+]=3CCCCS([O-])(=O)=O)/N=C2N(CCCCS([O-])(=O)=O)C=1.[Na+:77].[Na+].[Na+].[C:80]([CH2:83][CH2:84][C:85]1[CH:86]=[C:87](/[C:91](=[CH:125]\[CH:126]=[C:127]2/[C:128]([CH3:146])([CH3:145])[C:129]3[C:130](=[N:144]/2)[N:131]([CH2:136][CH2:137][CH2:138][CH2:139][S:140]([O-:143])(=[O:142])=[O:141])[CH:132]=[C:133]([Cl:135])[CH:134]=3)/[CH:92]=[CH:93]/[C:94]2[C:102]([CH3:104])([CH3:103])[C:101]3[C:100]4[CH:105]=[C:106]([S:113]([O-:116])(=[O:115])=[O:114])[CH:107]=[C:108]([S:109]([O-:112])(=[O:111])=[O:110])[C:99]=4[CH:98]=[CH:97][C:96]=3[N+:95]=2[CH2:117][CH2:118][CH2:119][CH2:120][S:121]([O-:124])(=[O:123])=[O:122])[CH:88]=[CH:89][CH:90]=1)([OH:82])=[O:81].[Na+].[Na+].[Na+], predict the reaction product. The product is: [Cl:135][C:133]1[CH:134]=[C:129]2[C:128]([CH3:146])([CH3:145])/[C:127](=[CH:126]\[CH:125]=[C:91](/[C:87]3[CH:88]=[CH:89][CH:90]=[C:85]([CH2:84][CH2:83][C:80]([O:82][N:70]4[C:74](=[O:75])[CH2:73][CH2:72][C:71]4=[O:76])=[O:81])[CH:86]=3)\[CH:92]=[CH:93]\[C:94]3[C:102]([CH3:103])([CH3:104])[C:101]4[C:100]5[CH:105]=[C:106]([S:113]([O-:116])(=[O:114])=[O:115])[CH:107]=[C:108]([S:109]([O-:112])(=[O:110])=[O:111])[C:99]=5[CH:98]=[CH:97][C:96]=4[N+:95]=3[CH2:117][CH2:118][CH2:119][CH2:120][S:121]([O-:124])(=[O:123])=[O:122])/[N:144]=[C:130]2[N:131]([CH2:136][CH2:137][CH2:138][CH2:139][S:140]([O-:143])(=[O:142])=[O:141])[CH:132]=1.[Na+:77].[Na+:77].[Na+:77].